Dataset: Reaction yield outcomes from USPTO patents with 853,638 reactions. Task: Predict the reaction yield, written as a fraction of the theoretical maximum amount of product (1.0 means a 100% yield; for example, 0.34 means a 34% yield). (1) The reactants are [CH2:1]([N:8]1[C:12]([NH2:13])=[C:11]([C:14]2[CH:19]=[CH:18][C:17]([Br:20])=[C:16]([O:21][CH3:22])[CH:15]=2)[C:10]([CH:23]2[CH2:25][CH2:24]2)=[N:9]1)[C:2]1[CH:7]=[CH:6][CH:5]=[CH:4][CH:3]=1.[CH2:26]=O. The catalyst is C(O)(C(F)(F)F)=O. The product is [CH2:1]([N:8]1[C:12]2[N:13]=[CH:26][C:19]3[CH:18]=[C:17]([Br:20])[C:16]([O:21][CH3:22])=[CH:15][C:14]=3[C:11]=2[C:10]([CH:23]2[CH2:25][CH2:24]2)=[N:9]1)[C:2]1[CH:7]=[CH:6][CH:5]=[CH:4][CH:3]=1. The yield is 0.910. (2) The product is [C:1]([O:5][C:6]([N:8]1[CH2:13][CH2:12][CH:11]([NH:14][C:15]2[CH:20]=[CH:19][C:18]([Cl:21])=[CH:17][C:16]=2[CH2:22][CH2:23][C:24]([OH:26])=[O:25])[CH2:10][CH2:9]1)=[O:7])([CH3:4])([CH3:2])[CH3:3]. The reactants are [C:1]([O:5][C:6]([N:8]1[CH2:13][CH2:12][CH:11]([NH:14][C:15]2[CH:20]=[CH:19][C:18]([Cl:21])=[CH:17][C:16]=2[CH2:22][CH2:23][C:24]([O:26]CC)=[O:25])[CH2:10][CH2:9]1)=[O:7])([CH3:4])([CH3:3])[CH3:2].[OH-].[Na+]. The yield is 0.730. The catalyst is CO.O. (3) The reactants are [CH3:1][N:2]1[CH:6]=[CH:5][C:4]([NH:7][C:8]([C:10]2[CH:20]=[C:19]([OH:21])[C:13]3[CH2:14][C:15]([CH3:18])([CH3:17])[O:16][C:12]=3[CH:11]=2)=[O:9])=[N:3]1.C([O-])([O-])=O.[Cs+].[Cs+].[N:28]1([C:32]([C:34]2[CH:39]=[CH:38][C:37]([F:40])=[CH:36][C:35]=2[F:41])=[O:33])[CH2:31][CH2:30][CH2:29]1. No catalyst specified. The product is [CH3:1][N:2]1[CH:6]=[CH:5][C:4]([NH:7][C:8]([C:10]2[CH:20]=[C:19]([O:21][C:37]3[CH:38]=[CH:39][C:34]([C:32]([N:28]4[CH2:31][CH2:30][CH2:29]4)=[O:33])=[C:35]([F:41])[CH:36]=3)[C:13]3[CH2:14][C:15]([CH3:18])([CH3:17])[O:16][C:12]=3[CH:11]=2)=[O:9])=[N:3]1.[CH3:1][N:2]1[CH:6]=[CH:5][C:4]([NH:7][C:8]([C:10]2[CH:20]=[C:19]([O:21][C:35]3[CH:36]=[C:37]([F:40])[CH:38]=[CH:39][C:34]=3[C:32]([N:28]3[CH2:31][CH2:30][CH2:29]3)=[O:33])[C:13]3[CH2:14][C:15]([CH3:18])([CH3:17])[O:16][C:12]=3[CH:11]=2)=[O:9])=[N:3]1. The yield is 0.460.